Dataset: Human liver microsome stability data. Task: Regression/Classification. Given a drug SMILES string, predict its absorption, distribution, metabolism, or excretion properties. Task type varies by dataset: regression for continuous measurements (e.g., permeability, clearance, half-life) or binary classification for categorical outcomes (e.g., BBB penetration, CYP inhibition). Dataset: hlm. The molecule is Cc1c2c(n3c1CCCNC(=O)[C@H](C)Nc1cc-3ccc1C(N)=O)CC(C)(C)CC2=O. The result is 1 (stable in human liver microsomes).